From a dataset of Reaction yield outcomes from USPTO patents with 853,638 reactions. Predict the reaction yield, written as a fraction of the theoretical maximum amount of product (1.0 means a 100% yield; for example, 0.34 means a 34% yield). The reactants are C([O:3][C:4](=[O:20])[C:5]([NH:7][C:8]1[C:13]([C:14]([F:17])([F:16])[F:15])=[CH:12][C:11](Br)=[CH:10][C:9]=1[NH2:19])=O)C.[O:21]1[CH:25]=[CH:24][C:23](B(O)O)=[CH:22]1.O1CCOCC1. The catalyst is [O-]P([O-])([O-])=O.[K+].[K+].[K+].C1C=CC([P]([Pd]([P](C2C=CC=CC=2)(C2C=CC=CC=2)C2C=CC=CC=2)([P](C2C=CC=CC=2)(C2C=CC=CC=2)C2C=CC=CC=2)[P](C2C=CC=CC=2)(C2C=CC=CC=2)C2C=CC=CC=2)(C2C=CC=CC=2)C2C=CC=CC=2)=CC=1. The product is [O:21]1[CH:25]=[CH:24][C:23]([C:11]2[CH:12]=[C:13]([C:14]([F:15])([F:16])[F:17])[C:8]3[NH:7][C:5]([C:4]([OH:3])=[O:20])=[N:19][C:9]=3[CH:10]=2)=[CH:22]1. The yield is 0.700.